From a dataset of Peptide-MHC class II binding affinity with 134,281 pairs from IEDB. Regression. Given a peptide amino acid sequence and an MHC pseudo amino acid sequence, predict their binding affinity value. This is MHC class II binding data. (1) The peptide sequence is FKPFAEYKSDYVYEP. The MHC is HLA-DPA10201-DPB10501 with pseudo-sequence HLA-DPA10201-DPB10501. The binding affinity (normalized) is 0.0221. (2) The binding affinity (normalized) is 0.234. The peptide sequence is EAAFTVSSKRNLADA. The MHC is DRB4_0101 with pseudo-sequence DRB4_0103.